The task is: Predict which catalyst facilitates the given reaction.. This data is from Catalyst prediction with 721,799 reactions and 888 catalyst types from USPTO. (1) Reactant: [N:1]1[CH:2]=[CH:3][N:4]2[C:9]([C:10](=O)[CH2:11][C:12]#[N:13])=[CH:8][CH:7]=[CH:6][C:5]=12.[CH3:15][NH:16][NH2:17]. Product: [N:1]1[CH:2]=[CH:3][N:4]2[C:9]([C:10]3[CH:11]=[C:12]([NH2:13])[N:16]([CH3:15])[N:17]=3)=[CH:8][CH:7]=[CH:6][C:5]=12. The catalyst class is: 14. (2) Reactant: C([N-]C(C)C)(C)C.[Li+].[S:9]1[CH:13]=[CH:12][C:11]([C:14]([OH:16])=[O:15])=[CH:10]1.[CH:17](=[O:22])[CH2:18][CH:19]([CH3:21])[CH3:20].O. Product: [CH3:20][CH:19]([CH3:21])[CH2:18][C:17]([C:10]1[S:9][CH:13]=[CH:12][C:11]=1[C:14]([OH:16])=[O:15])=[O:22]. The catalyst class is: 7. (3) Reactant: [NH2:1][C:2]1[CH:10]=[CH:9][CH:8]=[CH:7][C:3]=1[CH2:4][CH2:5][OH:6].[C:11]1(=O)[O:16][C:14](=[O:15])[C:13]2=[CH:17][CH:18]=[CH:19][CH:20]=[C:12]12.C(O)(=O)C. Product: [OH:6][CH2:5][CH2:4][C:3]1[CH:7]=[CH:8][CH:9]=[CH:10][C:2]=1[N:1]1[C:14](=[O:15])[C:13]2[C:12](=[CH:20][CH:19]=[CH:18][CH:17]=2)[C:11]1=[O:16]. The catalyst class is: 6. (4) Reactant: [C:1]1([S:7]([N:10]2[C:18]3[C:13](=[CH:14][CH:15]=[CH:16][C:17]=3[F:19])[CH:12]=[CH:11]2)(=[O:9])=[O:8])[CH:6]=[CH:5][CH:4]=[CH:3][CH:2]=1.[Br:20]Br.S(S([O-])=O)([O-])(=O)=O.[Na+].[Na+].[OH-].[NH4+]. Product: [C:1]1([S:7]([N:10]2[C:18]3[C:13](=[CH:14][CH:15]=[CH:16][C:17]=3[F:19])[C:12]([Br:20])=[CH:11]2)(=[O:9])=[O:8])[CH:2]=[CH:3][CH:4]=[CH:5][CH:6]=1. The catalyst class is: 35. (5) Reactant: [C:1]([C:3]([C:17]#[N:18])=[C:4]1[C:14]2=[C:15]3[C:10](=[CH:11][CH:12]=[CH:13]2)[CH:9]=[CH:8][CH:7]=[C:6]3[C:5]1=O)#[N:2].C([O-])([O-])=[O:20].[K+].[K+]. Product: [O:20]=[C:17]1[N:18]=[C:5]2[C:6]3[CH:7]=[CH:8][CH:9]=[C:10]4[C:15]=3[C:14]([C:4]2=[C:3]1[C:1]#[N:2])=[CH:13][CH:12]=[CH:11]4. The catalyst class is: 10. (6) Reactant: [N+:1]([C:4]1[CH:9]=[CH:8][CH:7]=[CH:6][C:5]=1O)([O-:3])=[O:2].[CH:11]1([O:16][C:17](=[O:30])[C@@H:18]([NH:22][C:23]([O:25][C:26]([CH3:29])([CH3:28])[CH3:27])=[O:24])[CH2:19][CH2:20][OH:21])[CH2:15][CH2:14][CH2:13][CH2:12]1.C1(P(C2C=CC=CC=2)C2C=CC=CC=2)C=CC=CC=1.CC(OC(/N=N/C(OC(C)C)=O)=O)C. Product: [CH:11]1([O:16][C:17](=[O:30])[C@@H:18]([NH:22][C:23]([O:25][C:26]([CH3:28])([CH3:27])[CH3:29])=[O:24])[CH2:19][CH2:20][O:21][C:7]2[CH:8]=[CH:9][C:4]([N+:1]([O-:3])=[O:2])=[CH:5][CH:6]=2)[CH2:15][CH2:14][CH2:13][CH2:12]1. The catalyst class is: 2.